Dataset: Reaction yield outcomes from USPTO patents with 853,638 reactions. Task: Predict the reaction yield, written as a fraction of the theoretical maximum amount of product (1.0 means a 100% yield; for example, 0.34 means a 34% yield). (1) The reactants are [Cl:1][C:2]1[N:3]=[C:4](Cl)[C:5]2[O:10][CH:9]=[CH:8][C:6]=2[N:7]=1.[NH2:12][CH2:13][CH:14]1[CH2:17][N:16]([C:18]([O:20][C:21]([CH3:24])([CH3:23])[CH3:22])=[O:19])[CH2:15]1.C(N(CC)C(C)C)(C)C. The catalyst is O1CCCC1. The product is [Cl:1][C:2]1[N:3]=[C:4]([NH:12][CH2:13][CH:14]2[CH2:17][N:16]([C:18]([O:20][C:21]([CH3:24])([CH3:23])[CH3:22])=[O:19])[CH2:15]2)[C:5]2[O:10][CH:9]=[CH:8][C:6]=2[N:7]=1. The yield is 0.835. (2) The reactants are O/[C:2](=[CH:8]\[C:9](=O)[CH2:10][CH:11]([CH3:13])[CH3:12])/[C:3]([O:5][CH2:6][CH3:7])=[O:4].Cl.[F:16][C:17]1[CH:22]=[CH:21][C:20]([NH:23][NH2:24])=[CH:19][CH:18]=1.Cl.CCCCCC. The catalyst is C(O)C.CCOC(C)=O. The product is [F:16][C:17]1[CH:22]=[CH:21][C:20]([N:23]2[C:9]([CH2:10][CH:11]([CH3:13])[CH3:12])=[CH:8][C:2]([C:3]([O:5][CH2:6][CH3:7])=[O:4])=[N:24]2)=[CH:19][CH:18]=1. The yield is 0.550. (3) The reactants are [CH3:1][C:2]([O:5][CH2:6][CH:7]=[N:8][OH:9])([CH3:4])[CH3:3].ClN1C(=O)CCC1=O.[C:18]([CH2:23][C:24]([O:26][CH3:27])=[O:25])(=O)[CH:19]([CH3:21])[CH3:20].C[O-].[Na+].CO. The catalyst is CN(C)C=O.O1CCCC1.CCOCC. The product is [CH3:1][C:2]([O:5][CH2:6][C:7]1[C:23]([C:24]([O:26][CH3:27])=[O:25])=[C:18]([CH:19]([CH3:21])[CH3:20])[O:9][N:8]=1)([CH3:4])[CH3:3]. The yield is 0.630. (4) The reactants are [NH:1]1[C:9]2[C:4](=[CH:5][CH:6]=[CH:7][CH:8]=2)[C:3]([C:10]2[CH2:11][CH2:12][N:13]([CH2:16][CH2:17][CH2:18][N:19]3[C:24](=[O:25])[C:23]4[CH:26]=[CH:27][CH:28]=[CH:29][C:22]=4[N:21]=[N:20]3)[CH2:14][CH:15]=2)=[CH:2]1.I[CH3:31]. No catalyst specified. The product is [CH3:31][N:1]1[C:9]2[C:4](=[CH:5][CH:6]=[CH:7][CH:8]=2)[C:3]([C:10]2[CH2:15][CH2:14][N:13]([CH2:16][CH2:17][CH2:18][N:19]3[C:24](=[O:25])[C:23]4[CH:26]=[CH:27][CH:28]=[CH:29][C:22]=4[N:21]=[N:20]3)[CH2:12][CH:11]=2)=[CH:2]1. The yield is 0.350.